Dataset: Peptide-MHC class I binding affinity with 185,985 pairs from IEDB/IMGT. Task: Regression. Given a peptide amino acid sequence and an MHC pseudo amino acid sequence, predict their binding affinity value. This is MHC class I binding data. (1) The peptide sequence is RPMTFKAAV. The MHC is HLA-A02:06 with pseudo-sequence HLA-A02:06. The binding affinity (normalized) is 0.0351. (2) The peptide sequence is RSYMSFWCK. The MHC is HLA-A31:01 with pseudo-sequence HLA-A31:01. The binding affinity (normalized) is 0.936.